This data is from Forward reaction prediction with 1.9M reactions from USPTO patents (1976-2016). The task is: Predict the product of the given reaction. (1) Given the reactants Br[C:2]1[CH:11]=[CH:10][C:9]([O:12][CH:13]([F:15])[F:14])=[C:8]2[C:3]=1[CH:4]=[CH:5][C:6]([C:16]([F:19])([F:18])[F:17])=[N:7]2.C1(P(C2C=CC=CC=2)C2C=CC=CC=2)C=CC=CC=1.[OH-:39].[Na+].O.[O:42]1[CH2:46]CCC1, predict the reaction product. The product is: [F:14][CH:13]([F:15])[O:12][C:9]1[C:8]2[N:7]=[C:6]([C:16]([F:19])([F:18])[F:17])[CH:5]=[CH:4][C:3]=2[C:2]([C:46]([OH:42])=[O:39])=[CH:11][CH:10]=1. (2) Given the reactants CC1C=CC(S(OCC2CC3C=CC=C(OC)C=3O2)(=O)=O)=CC=1.[N-]=[N+]=[N-].[Na+].N(CC1CC2C=C(Cl)C=C(C3C=CSC=3)C=2O1)=[N+]=[N-].[N:47]([CH2:50][CH:51]1[CH2:55][C:54]2[CH:56]=[CH:57][CH:58]=[C:59]([O:60][CH3:61])[C:53]=2[O:52]1)=[N+]=[N-].[N-]=[N+]=[N-], predict the reaction product. The product is: [CH3:61][O:60][C:59]1[C:53]2[O:52][CH:51]([CH2:50][NH2:47])[CH2:55][C:54]=2[CH:56]=[CH:57][CH:58]=1. (3) Given the reactants [Cl:1][C:2]1[N:3]=[C:4]([NH:18][CH2:19][CH2:20][CH:21]([OH:39])[CH2:22][O:23][C:24]2[CH:29]=[C:28]([N+:30]([O-])=O)[CH:27]=[CH:26][C:25]=2[N:33]2[CH:37]=[N:36][C:35]([CH3:38])=[N:34]2)[C:5]2[CH2:10][CH2:9][CH:8]([C:11]3[CH:16]=[CH:15][C:14]([F:17])=[CH:13][CH:12]=3)[C:6]=2[N:7]=1.[Cl-].[NH4+], predict the reaction product. The product is: [NH2:30][C:28]1[CH:27]=[CH:26][C:25]([N:33]2[CH:37]=[N:36][C:35]([CH3:38])=[N:34]2)=[C:24]([CH:29]=1)[O:23][CH2:22][CH:21]([OH:39])[CH2:20][CH2:19][NH:18][C:4]1[C:5]2[CH2:10][CH2:9][CH:8]([C:11]3[CH:16]=[CH:15][C:14]([F:17])=[CH:13][CH:12]=3)[C:6]=2[N:7]=[C:2]([Cl:1])[N:3]=1. (4) Given the reactants [CH3:1][CH:2]([C:4]1[N:8]=[C:7]([N:9]2[CH2:14][CH2:13][CH:12]([CH2:15][O:16][C:17]3[CH:18]=[CH:19][C:20]([C:23]4[CH:28]=[CH:27][C:26]([S:29]([CH3:31])=[O:30])=[CH:25][CH:24]=4)=[N:21][CH:22]=3)[CH2:11][CH2:10]2)[O:6][N:5]=1)[CH3:3].C(=O)=O.CO, predict the reaction product. The product is: [CH3:3][CH:2]([C:4]1[N:8]=[C:7]([N:9]2[CH2:14][CH2:13][CH:12]([CH2:15][O:16][C:17]3[CH:18]=[CH:19][C:20]([C:23]4[CH:28]=[CH:27][C:26]([S@:29]([CH3:31])=[O:30])=[CH:25][CH:24]=4)=[N:21][CH:22]=3)[CH2:11][CH2:10]2)[O:6][N:5]=1)[CH3:1]. (5) Given the reactants [Br:1][C:2]1[CH:15]=[CH:14][C:5]2[C:6]3[C:12](=O)[CH2:11][CH2:10][CH2:9][C:7]=3[O:8][C:4]=2[CH:3]=1.C([O-])(=O)C.[Na+].Cl.[NH2:22][OH:23], predict the reaction product. The product is: [Br:1][C:2]1[CH:15]=[CH:14][C:5]2[C:6]3[C:12](=[N:22][OH:23])[CH2:11][CH2:10][CH2:9][C:7]=3[O:8][C:4]=2[CH:3]=1. (6) Given the reactants [CH:1]1([N:4]([CH2:18][C:19]2[S:23][C:22]([C:24]([O:26]CC)=O)=[N:21][N:20]=2)[S:5]([C:8]2[C:13]([CH3:14])=[CH:12][C:11]([O:15][CH3:16])=[CH:10][C:9]=2[CH3:17])(=[O:7])=[O:6])[CH2:3][CH2:2]1.[N:29]1([CH2:34][CH2:35][CH2:36][N:37]2[CH2:42][CH2:41][NH:40][CH2:39][CH2:38]2)[CH2:33][CH2:32][CH2:31][CH2:30]1.C[Al](C)C, predict the reaction product. The product is: [NH3:4].[CH:1]1([N:4]([CH2:18][C:19]2[S:23][C:22]([C:24]([N:40]3[CH2:39][CH2:38][N:37]([CH2:36][CH2:35][CH2:34][N:29]4[CH2:30][CH2:31][CH2:32][CH2:33]4)[CH2:42][CH2:41]3)=[O:26])=[N:21][N:20]=2)[S:5]([C:8]2[C:13]([CH3:14])=[CH:12][C:11]([O:15][CH3:16])=[CH:10][C:9]=2[CH3:17])(=[O:7])=[O:6])[CH2:2][CH2:3]1.